This data is from Catalyst prediction with 721,799 reactions and 888 catalyst types from USPTO. The task is: Predict which catalyst facilitates the given reaction. Reactant: [NH:1]1[CH:5]=[CH:4][N:3]=[C:2]1[CH2:6][N:7]([CH2:14][C:15]1[CH:20]=[CH:19][C:18]([C:21]([N:23]2[CH2:28][CH2:27][NH:26][CH2:25][CH2:24]2)=[O:22])=[CH:17][CH:16]=1)[CH2:8][C:9]1[NH:10][CH:11]=[CH:12][N:13]=1.C([BH3-])#N.[Na+].C(OC)(OC)OC.[CH:40](=O)[CH2:41][CH3:42]. Product: [NH:1]1[CH:5]=[CH:4][N:3]=[C:2]1[CH2:6][N:7]([CH2:14][C:15]1[CH:16]=[CH:17][C:18]([C:21]([N:23]2[CH2:24][CH2:25][N:26]([CH2:40][CH2:41][CH3:42])[CH2:27][CH2:28]2)=[O:22])=[CH:19][CH:20]=1)[CH2:8][C:9]1[NH:13][CH:12]=[CH:11][N:10]=1. The catalyst class is: 5.